From a dataset of Catalyst prediction with 721,799 reactions and 888 catalyst types from USPTO. Predict which catalyst facilitates the given reaction. (1) Reactant: [CH3:1][O:2][C:3]1[CH:4]=[CH:5][C:6]2[C:10]([O:11][C:12]3[CH:13]=[CH:14][C:15]([CH2:18][OH:19])=[N:16][CH:17]=3)=[C:9]([C:20]3[CH:25]=[CH:24][C:23]([O:26][CH3:27])=[CH:22][CH:21]=3)[S:8][C:7]=2[CH:28]=1. Product: [CH3:1][O:2][C:3]1[CH:4]=[CH:5][C:6]2[C:10]([O:11][C:12]3[CH:13]=[CH:14][C:15]([CH:18]=[O:19])=[N:16][CH:17]=3)=[C:9]([C:20]3[CH:25]=[CH:24][C:23]([O:26][CH3:27])=[CH:22][CH:21]=3)[S:8][C:7]=2[CH:28]=1. The catalyst class is: 485. (2) Reactant: Cl.Cl.[C:3]1([C@H:13]([NH:15][C@@H:16]2[CH2:20][CH2:19][NH:18][CH2:17]2)[CH3:14])[C:12]2[C:7](=[CH:8][CH:9]=[CH:10][CH:11]=2)[CH:6]=[CH:5][CH:4]=1.[Cl:21][C:22]1[C:27](Cl)=[N:26][CH:25]=[CH:24][N:23]=1.C(=O)([O-])[O-].[K+].[K+]. Product: [Cl:21][C:22]1[C:27]([N:18]2[CH2:19][CH2:20][C@@H:16]([NH:15][C@@H:13]([C:3]3[C:12]4[C:7](=[CH:8][CH:9]=[CH:10][CH:11]=4)[CH:6]=[CH:5][CH:4]=3)[CH3:14])[CH2:17]2)=[N:26][CH:25]=[CH:24][N:23]=1. The catalyst class is: 8. (3) Reactant: CCN(C(C)C)C(C)C.CN(C(ON1N=NC2C=CC=NC1=2)=[N+](C)C)C.F[P-](F)(F)(F)(F)F.[F:34][C:35]([CH3:40])([CH3:39])[C:36](O)=[O:37].[NH2:41][C@H:42]1[C:50]2[C:45](=[CH:46][CH:47]=[C:48]([C:51]([O:53][CH3:54])=[O:52])[CH:49]=2)[CH2:44][CH2:43]1. Product: [F:34][C:35]([CH3:40])([CH3:39])[C:36]([NH:41][C@H:42]1[C:50]2[C:45](=[CH:46][CH:47]=[C:48]([C:51]([O:53][CH3:54])=[O:52])[CH:49]=2)[CH2:44][CH2:43]1)=[O:37]. The catalyst class is: 1. (4) Reactant: [NH2:1][C:2]1[CH:7]=[CH:6][CH:5]=[CH:4][C:3]=1[S:8]([NH:11][CH:12]1[CH2:14][CH2:13]1)(=[O:10])=[O:9].C1N=CN([C:20](N2C=NC=C2)=[O:21])C=1. Product: [CH:12]1([N:11]2[C:20](=[O:21])[NH:1][C:2]3[CH:7]=[CH:6][CH:5]=[CH:4][C:3]=3[S:8]2(=[O:10])=[O:9])[CH2:14][CH2:13]1. The catalyst class is: 2. (5) Reactant: [NH2:1][OH:2].O.[O:4]1[C:8]2[CH:9]=[CH:10][CH:11]=[CH:12][C:7]=2[C:6]([S:13](Cl)(=[O:15])=[O:14])=[CH:5]1.C(Cl)Cl. Product: [OH:2][NH:1][S:13]([C:6]1[C:7]2[CH:12]=[CH:11][CH:10]=[CH:9][C:8]=2[O:4][CH:5]=1)(=[O:15])=[O:14]. The catalyst class is: 1. (6) Reactant: C([O:4][C:5]1[CH:14]=[CH:13][C:8]2[CH:9]=[C:10]([CH3:12])[O:11][C:7]=2[CH:6]=1)(=O)C.[C:15](Cl)(=[O:19])C(Cl)=O.[Al+3].[Cl-].[Cl-].[Cl-].[C:25]([O-])([O-])=[O:26].[K+].[K+]. Product: [OH:4][C:5]1[CH:14]=[CH:13][C:8]2[C:9]([C:25]([O:19][CH3:15])=[O:26])=[C:10]([CH3:12])[O:11][C:7]=2[CH:6]=1. The catalyst class is: 5. (7) Reactant: [CH3:1][S:2]([C:5]1[CH:6]=[CH:7][C:8]([C:11]#[N:12])=[N:9][CH:10]=1)(=[O:4])=[O:3].C(O)C.[ClH:16]. Product: [ClH:16].[CH3:1][S:2]([C:5]1[CH:6]=[CH:7][C:8]([CH2:11][NH2:12])=[N:9][CH:10]=1)(=[O:4])=[O:3]. The catalyst class is: 386. (8) Reactant: [NH2:1][C:2]1[N:6]([C:7]2[C:12]([F:13])=[CH:11][C:10]([C:14]([F:17])([F:16])[F:15])=[CH:9][C:8]=2[Cl:18])[N:5]=[C:4]([C:19]#[N:20])[CH:3]=1.S(C1C=CC(C)=CC=1)(O)(=O)=O.CNC.[C:35]([S:39](Cl)=[O:40])([F:38])([F:37])[F:36]. Product: [NH2:1][C:2]1[N:6]([C:7]2[C:12]([F:13])=[CH:11][C:10]([C:14]([F:16])([F:15])[F:17])=[CH:9][C:8]=2[Cl:18])[N:5]=[C:4]([C:19]#[N:20])[C:3]=1[S:39]([C:35]([F:38])([F:37])[F:36])=[O:40]. The catalyst class is: 11. (9) Reactant: [OH-].[K+].[N+:3]([C:6]1[CH:7]=[C:8]2[C:12](=[CH:13][CH:14]=1)[N:11]([CH2:15][CH2:16][CH3:17])[C:10]([C:18]([O:20]CC)=[O:19])=[CH:9]2)([O-:5])=[O:4].O.Cl. The catalyst class is: 16. Product: [N+:3]([C:6]1[CH:7]=[C:8]2[C:12](=[CH:13][CH:14]=1)[N:11]([CH2:15][CH2:16][CH3:17])[C:10]([C:18]([OH:20])=[O:19])=[CH:9]2)([O-:5])=[O:4].